Dataset: Forward reaction prediction with 1.9M reactions from USPTO patents (1976-2016). Task: Predict the product of the given reaction. (1) Given the reactants [Cl:1][C:2]1[CH:7]=[CH:6][C:5]([O:8][CH2:9][C:10]2[CH:15]=[CH:14][CH:13]=[CH:12][C:11]=2[Cl:16])=[CH:4][C:3]=1[C:17]([NH:19][CH2:20][C:21]1[CH:30]=[CH:29][C:24]([C:25]([O:27]C)=[O:26])=[CH:23][CH:22]=1)=[O:18], predict the reaction product. The product is: [Cl:1][C:2]1[CH:7]=[CH:6][C:5]([O:8][CH2:9][C:10]2[CH:15]=[CH:14][CH:13]=[CH:12][C:11]=2[Cl:16])=[CH:4][C:3]=1[C:17]([NH:19][CH2:20][C:21]1[CH:22]=[CH:23][C:24]([C:25]([OH:27])=[O:26])=[CH:29][CH:30]=1)=[O:18]. (2) The product is: [ClH:1].[C:2]1([C:8]2[S:9][C:10]([CH2:20][N:21]3[CH2:25][CH2:24][CH2:23][CH2:22]3)=[C:11]([C:13]([OH:15])=[O:14])[N:12]=2)[CH:3]=[CH:4][CH:5]=[CH:6][CH:7]=1. Given the reactants [ClH:1].[C:2]1([C:8]2[S:9][C:10]([CH2:20][N:21]3[CH2:25][CH2:24][CH2:23][CH2:22]3)=[C:11]([C:13]([O:15]C(C)(C)C)=[O:14])[N:12]=2)[CH:7]=[CH:6][CH:5]=[CH:4][CH:3]=1, predict the reaction product. (3) Given the reactants [N:1]1(C(OCC2C=CC=CC=2)=O)[CH2:6][CH2:5][CH:4]([C:7]([O:9][C:10]([CH3:13])([CH3:12])[CH3:11])=[O:8])[CH2:3][CH2:2]1, predict the reaction product. The product is: [NH:1]1[CH2:6][CH2:5][CH:4]([C:7]([O:9][C:10]([CH3:13])([CH3:12])[CH3:11])=[O:8])[CH2:3][CH2:2]1. (4) Given the reactants [O:1]=[C:2]1[O:8][C@H:7]([C@H:9]([CH2:11][OH:12])[OH:10])[C:5]([OH:6])=[C:3]1[OH:4].[CH2:13]([N:21]([CH2:40][CH2:41][CH2:42][CH2:43][CH2:44][CH2:45][CH2:46][CH3:47])[C:22]1[CH:38]=[CH:37][C:25]([C:26]([C:28]2[CH:36]=[CH:35][CH:34]=[CH:33][C:29]=2[C:30](O)=[O:31])=[O:27])=[C:24]([OH:39])[CH:23]=1)[CH2:14][CH2:15][CH2:16][CH2:17][CH2:18][CH2:19][CH3:20], predict the reaction product. The product is: [CH2:40]([N:21]([CH2:13][CH2:14][CH2:15][CH2:16][CH2:17][CH2:18][CH2:19][CH3:20])[C:22]1[CH:38]=[CH:37][C:25]([C:26]([C:28]2[CH:36]=[CH:35][CH:34]=[CH:33][C:29]=2[C:30]([O:12][CH2:11][CH:9]([CH:7]2[C:5]([OH:6])=[C:3]([OH:4])[C:2](=[O:1])[O:8]2)[OH:10])=[O:31])=[O:27])=[C:24]([OH:39])[CH:23]=1)[CH2:41][CH2:42][CH2:43][CH2:44][CH2:45][CH2:46][CH3:47]. (5) Given the reactants [NH:1]1[CH2:3][CH:2]1[C:4]([O:6][CH3:7])=[O:5].CCN(CC)CC.[N:15]1([C:20]2[CH:28]=[CH:27][C:23]([C:24](Cl)=[O:25])=[CH:22][CH:21]=2)[CH:19]=[CH:18][N:17]=[N:16]1, predict the reaction product. The product is: [N:15]1([C:20]2[CH:21]=[CH:22][C:23]([C:24]([N:1]3[CH2:3][CH:2]3[C:4]([O:6][CH3:7])=[O:5])=[O:25])=[CH:27][CH:28]=2)[CH:19]=[CH:18][N:17]=[N:16]1.